This data is from Full USPTO retrosynthesis dataset with 1.9M reactions from patents (1976-2016). The task is: Predict the reactants needed to synthesize the given product. (1) Given the product [C:1]1(=[O:22])[NH:13][CH2:2][CH2:3][CH2:4][CH2:5][CH2:6][CH2:7][CH2:8][CH2:9][CH2:10][CH2:11][CH2:12]1, predict the reactants needed to synthesize it. The reactants are: [C:1]1(=[N:13]O)[CH2:12][CH2:11][CH2:10][CH2:9][CH2:8][CH2:7][CH2:6][CH2:5][CH2:4][CH2:3][CH2:2]1.C1(=N[OH:22])CCCCC1.C1(=O)CCCCC1.C1(=O)CCCCCCCCCCC1.S(=O)(=O)(O)O.OS(O)(=O)=O.O=S(=O)=O. (2) Given the product [Cl:1][C:2]1[CH:9]=[C:8]([N:18]2[CH2:19][CH2:20][C@H:16]([C:13]([OH:12])([CH3:15])[CH3:14])[C@@H:17]2[CH3:21])[C:7]([CH3:11])=[CH:6][C:3]=1[C:4]#[N:5], predict the reactants needed to synthesize it. The reactants are: [Cl:1][C:2]1[CH:9]=[C:8](F)[C:7]([CH3:11])=[CH:6][C:3]=1[C:4]#[N:5].[OH:12][C:13]([C@H:16]1[CH2:20][CH2:19][NH:18][C@H:17]1[CH3:21])([CH3:15])[CH3:14].C(=O)([O-])[O-].[Li+].[Li+]. (3) Given the product [Cl:12][CH2:13][C:14]([C:9]1[CH:8]=[CH:7][C:6]2[S:1][CH2:2][C:3](=[O:11])[NH:4][C:5]=2[CH:10]=1)=[O:15], predict the reactants needed to synthesize it. The reactants are: [S:1]1[C:6]2[CH:7]=[CH:8][CH:9]=[CH:10][C:5]=2[NH:4][C:3](=[O:11])[CH2:2]1.[Cl:12][CH2:13][C:14](Cl)=[O:15].[Cl-].[Cl-].[Cl-].[Al+3]. (4) Given the product [C:1]([C:5]1[CH:10]=[C:9]([NH:11][S:12]([CH3:15])(=[O:14])=[O:13])[C:8]([O:16][CH3:17])=[C:7]([NH:18][C:19](=[O:20])[NH:21][C:22]2[C:31]3[C:26](=[CH:27][CH:28]=[CH:29][CH:30]=3)[C:25]([O:32][C:33]3[CH:38]=[CH:37][N:36]=[C:35]([NH:40][C:41]4[CH:42]=[C:43]([CH:57]=[C:58]([O:60][CH3:61])[CH:59]=4)[C:44]([NH:46][CH2:47][CH2:48][O:49][CH2:50][CH2:51][O:52][CH2:53][CH2:54][O:55][CH3:56])=[O:45])[N:34]=3)=[CH:24][CH:23]=2)[CH:6]=1)([CH3:4])([CH3:3])[CH3:2], predict the reactants needed to synthesize it. The reactants are: [C:1]([C:5]1[CH:6]=[C:7]([NH:18][C:19]([NH:21][C:22]2[C:31]3[C:26](=[CH:27][CH:28]=[CH:29][CH:30]=3)[C:25]([O:32][C:33]3[CH:38]=[CH:37][N:36]=[C:35](Cl)[N:34]=3)=[CH:24][CH:23]=2)=[O:20])[C:8]([O:16][CH3:17])=[C:9]([NH:11][S:12]([CH3:15])(=[O:14])=[O:13])[CH:10]=1)([CH3:4])([CH3:3])[CH3:2].[NH2:40][C:41]1[CH:42]=[C:43]([CH:57]=[C:58]([O:60][CH3:61])[CH:59]=1)[C:44]([NH:46][CH2:47][CH2:48][O:49][CH2:50][CH2:51][O:52][CH2:53][CH2:54][O:55][CH3:56])=[O:45].